Task: Predict which catalyst facilitates the given reaction.. Dataset: Catalyst prediction with 721,799 reactions and 888 catalyst types from USPTO (1) Reactant: [Cl:1][C:2]1[C:10]2[N:9]=[C:8]([NH:11][C:12]3[C:13]([CH3:21])=[N:14][C:15]([O:19][CH3:20])=[N:16][C:17]=3[CH3:18])[N:7]([CH2:22][CH2:23][CH2:24]Cl)[C:6]=2[C:5]([C:26]([O:28][CH3:29])=[O:27])=[CH:4][CH:3]=1.C(=O)([O-])[O-].[K+].[K+]. Product: [Cl:1][C:2]1[CH:3]=[CH:4][C:5]([C:26]([O:28][CH3:29])=[O:27])=[C:6]2[C:10]=1[N:9]=[C:8]1[N:11]([C:12]3[C:17]([CH3:18])=[N:16][C:15]([O:19][CH3:20])=[N:14][C:13]=3[CH3:21])[CH2:24][CH2:23][CH2:22][N:7]21. The catalyst class is: 42. (2) Product: [Br:1][C:2]1[C:10]2[C:5](=[N:6][C:7]([O:20][CH2:19][C:16]3[CH:17]=[CH:18][N:13]=[CH:14][CH:15]=3)=[CH:8][CH:9]=2)[N:4]([CH3:12])[CH:3]=1. Reactant: [Br:1][C:2]1[C:10]2[C:5](=[N:6][C:7](F)=[CH:8][CH:9]=2)[N:4]([CH3:12])[CH:3]=1.[N:13]1[CH:18]=[CH:17][C:16]([CH2:19][OH:20])=[CH:15][CH:14]=1.[H-].[Na+]. The catalyst class is: 3. (3) Reactant: C[O:2][C:3](=O)[CH:4]([C:25]1[C:30]([CH3:31])=[CH:29][C:28]([CH3:32])=[CH:27][C:26]=1[CH3:33])[C:5]([C:7]1([S:15]CC2C=CC(OC)=CC=2)[CH2:12][CH2:11][N:10]([O:13][CH3:14])[CH2:9][CH2:8]1)=[O:6].[OH-].[Na+]. Product: [OH:6][C:5]1[C:7]2([CH2:8][CH2:9][N:10]([O:13][CH3:14])[CH2:11][CH2:12]2)[S:15][C:3](=[O:2])[C:4]=1[C:25]1[C:30]([CH3:31])=[CH:29][C:28]([CH3:32])=[CH:27][C:26]=1[CH3:33]. The catalyst class is: 574. (4) Reactant: [CH2:1]([O:8][CH2:9][CH2:10][CH2:11][C@H:12]([C:21]1[C:25]([CH:26]([F:28])[F:27])=[C:24]([C:29]2[CH:33]=[C:32]([C:34]([F:40])([F:39])[C:35]([CH3:38])([CH3:37])[CH3:36])[O:31][N:30]=2)[O:23][N:22]=1)[CH2:13][C:14]([O:16]C(C)(C)C)=[O:15])[C:2]1[CH:7]=[CH:6][CH:5]=[CH:4][CH:3]=1.FC(F)(F)C(O)=O. Product: [CH2:1]([O:8][CH2:9][CH2:10][CH2:11][C@H:12]([C:21]1[C:25]([CH:26]([F:27])[F:28])=[C:24]([C:29]2[CH:33]=[C:32]([C:34]([F:39])([F:40])[C:35]([CH3:36])([CH3:38])[CH3:37])[O:31][N:30]=2)[O:23][N:22]=1)[CH2:13][C:14]([OH:16])=[O:15])[C:2]1[CH:7]=[CH:6][CH:5]=[CH:4][CH:3]=1. The catalyst class is: 11. (5) Reactant: [CH:1]1([C:5]2[N:6]=[C:7]([CH2:10][CH2:11][C:12]3[CH:30]=[CH:29][N:15]4[C:16](=[O:28])[C:17]([CH:26]=O)=[C:18]([N:20]5[CH2:25][CH2:24][O:23][CH2:22][CH2:21]5)[N:19]=[C:14]4[CH:13]=3)[S:8][CH:9]=2)[CH2:4][CH2:3][CH2:2]1.[C:31]([CH2:36][CH:37]=P(C1C=CC=CC=1)(C1C=CC=CC=1)C1C=CC=CC=1)([O:33][CH2:34][CH3:35])=[O:32]. Product: [CH:1]1([C:5]2[N:6]=[C:7]([CH2:10][CH2:11][C:12]3[CH:30]=[CH:29][N:15]4[C:16](=[O:28])[C:17](/[CH:26]=[C:36](\[CH3:37])/[C:31]([O:33][CH2:34][CH3:35])=[O:32])=[C:18]([N:20]5[CH2:25][CH2:24][O:23][CH2:22][CH2:21]5)[N:19]=[C:14]4[CH:13]=3)[S:8][CH:9]=2)[CH2:2][CH2:3][CH2:4]1. The catalyst class is: 11. (6) Reactant: [Cl:1][C:2]1[C:7]([O:8][CH3:9])=[CH:6][C:5]([O:10][CH3:11])=[C:4]([Cl:12])[C:3]=1[NH2:13].Cl[C:15](Cl)([O:17]C(=O)OC(Cl)(Cl)Cl)Cl. Product: [Cl:1][C:2]1[C:3]([N:13]=[C:15]=[O:17])=[C:4]([Cl:12])[C:5]([O:10][CH3:11])=[CH:6][C:7]=1[O:8][CH3:9]. The catalyst class is: 12. (7) Reactant: [C:1]([C:3]1[CH:8]=[CH:7][CH:6]=[CH:5][C:4]=1[C:9]1[CH:14]=[CH:13][C:12]([CH2:15][C:16]2[C:17](=[O:42])[N:18]([C@H:28]3[CH2:33][CH2:32][C@H:31]([O:34][CH2:35][C:36](N(OC)C)=[O:37])[CH2:30][CH2:29]3)[C:19]3[N:20]([N:25]=[CH:26][CH:27]=3)[C:21]=2[CH2:22][CH2:23][CH3:24])=[CH:11][CH:10]=1)#[N:2].[CH:43]1([Mg]Br)[CH2:45][CH2:44]1.C(OCC)(=O)C. Product: [CH:43]1([CH:36]([OH:37])[CH2:35][O:34][C@H:31]2[CH2:30][CH2:29][C@H:28]([N:18]3[C:17](=[O:42])[C:16]([CH2:15][C:12]4[CH:13]=[CH:14][C:9]([C:4]5[C:3]([C:1]#[N:2])=[CH:8][CH:7]=[CH:6][CH:5]=5)=[CH:10][CH:11]=4)=[C:21]([CH2:22][CH2:23][CH3:24])[N:20]4[N:25]=[CH:26][CH:27]=[C:19]34)[CH2:33][CH2:32]2)[CH2:45][CH2:44]1. The catalyst class is: 7. (8) Reactant: [O:1]=[C:2]1[C:8]2[NH:9][N:10]=[C:11]([C:12]([O:14]CC)=[O:13])[C:7]=2[CH2:6][CH2:5][CH2:4][CH2:3]1.[OH-].[Na+].Cl. Product: [O:1]=[C:2]1[C:8]2[NH:9][N:10]=[C:11]([C:12]([OH:14])=[O:13])[C:7]=2[CH2:6][CH2:5][CH2:4][CH2:3]1. The catalyst class is: 14.